From a dataset of Forward reaction prediction with 1.9M reactions from USPTO patents (1976-2016). Predict the product of the given reaction. (1) Given the reactants [CH2:1]([O:8][C@@H:9]1[CH2:12][C@H:11]([N:13]2[C:17]3[CH:18]=[C:19]([F:22])[CH:20]=[CH:21][C:16]=3[N:15]=[C:14]2[C@@H:23]([NH2:25])[CH3:24])[CH2:10]1)[C:2]1[CH:7]=[CH:6][CH:5]=[CH:4][CH:3]=1.[NH2:26][C:27]1[C:32]([C:33]#[N:34])=[C:31](Cl)[N:30]=[CH:29][N:28]=1.CCN(C(C)C)C(C)C, predict the reaction product. The product is: [NH2:26][C:27]1[C:32]([C:33]#[N:34])=[C:31]([NH:25][C@H:23]([C:14]2[N:13]([C@H:11]3[CH2:12][C@@H:9]([O:8][CH2:1][C:2]4[CH:3]=[CH:4][CH:5]=[CH:6][CH:7]=4)[CH2:10]3)[C:17]3[CH:18]=[C:19]([F:22])[CH:20]=[CH:21][C:16]=3[N:15]=2)[CH3:24])[N:30]=[CH:29][N:28]=1. (2) Given the reactants Br[C:2]1[C:3]2[C:8]([C:9]([Br:16])=[C:10]3[C:15]=1[CH:14]=[CH:13][CH:12]=[CH:11]3)=[CH:7][CH:6]=[CH:5][CH:4]=2.[Li]CCCC.CN([CH:25]=[O:26])C.C(Cl)Cl.CCCCCC, predict the reaction product. The product is: [Br:16][C:9]1[C:10]2[C:15]([C:2]([CH:25]=[O:26])=[C:3]3[C:8]=1[CH:7]=[CH:6][CH:5]=[CH:4]3)=[CH:14][CH:13]=[CH:12][CH:11]=2. (3) Given the reactants Cl[CH2:2][C:3]([C:5]1[CH:6]=[C:7]2[C:11](=[CH:12][CH:13]=1)[NH:10][C:9](=[O:14])[CH2:8]2)=[O:4].[Na+].[I-].[N-:17]=[N+:18]=[N-:19].[Na+].O, predict the reaction product. The product is: [N:17]([CH2:2][C:3]([C:5]1[CH:6]=[C:7]2[C:11](=[CH:12][CH:13]=1)[NH:10][C:9](=[O:14])[CH2:8]2)=[O:4])=[N+:18]=[N-:19]. (4) Given the reactants [CH3:1][O:2][C:3](=[O:20])/[CH:4]=[CH:5]/[C:6]1[CH:14]=[CH:13][C:12]2[C:8](=[CH:9][N:10]([CH3:15])[N:11]=2)[C:7]=1[C:16]([O:18][CH3:19])=[O:17], predict the reaction product. The product is: [CH3:1][O:2][C:3](=[O:20])[CH2:4][CH2:5][C:6]1[CH:14]=[CH:13][C:12]2[C:8](=[CH:9][N:10]([CH3:15])[N:11]=2)[C:7]=1[C:16]([O:18][CH3:19])=[O:17].